This data is from Catalyst prediction with 721,799 reactions and 888 catalyst types from USPTO. The task is: Predict which catalyst facilitates the given reaction. (1) Product: [C:14]1([CH2:20][CH2:21][C:22]([C:3]2[C:4]3[C:5]([C:10]([O:12][CH3:13])=[O:11])=[CH:6][CH:7]=[CH:8][C:9]=3[NH:1][CH:2]=2)=[O:23])[CH:19]=[CH:18][CH:17]=[CH:16][CH:15]=1. The catalyst class is: 68. Reactant: [NH:1]1[C:9]2[CH:8]=[CH:7][CH:6]=[C:5]([C:10]([O:12][CH3:13])=[O:11])[C:4]=2[CH:3]=[CH:2]1.[C:14]1([CH2:20][CH2:21][C:22](Cl)=[O:23])[CH:19]=[CH:18][CH:17]=[CH:16][CH:15]=1.[Cl-].[Al+3].[Cl-].[Cl-].[OH-].[Na+]. (2) Reactant: [CH2:1]([O:3][CH2:4][CH2:5][NH:6][C:7](=[O:13])[O:8][C:9]([CH3:12])([CH3:11])[CH3:10])[CH3:2].[H-].[Na+].[CH2:16](I)[CH3:17].O. Product: [CH2:1]([O:3][CH2:4][CH2:5][N:6]([CH2:16][CH3:17])[C:7](=[O:13])[O:8][C:9]([CH3:12])([CH3:11])[CH3:10])[CH3:2]. The catalyst class is: 9. (3) Reactant: [NH2:1][C:2](=[O:29])[C@@H:3]([NH:12][C:13]([C:15]1([NH:21][C:22](=[O:28])[O:23][C:24]([CH3:27])([CH3:26])[CH3:25])[CH2:20][CH2:19][O:18][CH2:17][CH2:16]1)=[O:14])[CH2:4][C:5]1[CH:10]=[CH:9][C:8](I)=[CH:7][CH:6]=1.[CH3:30][N:31]1[CH2:36][CH2:35][N:34]([S:37]([C:40]2[CH:45]=[CH:44][C:43](B3OC(C)(C)C(C)(C)O3)=[CH:42][CH:41]=2)(=[O:39])=[O:38])[CH2:33][CH2:32]1.C(=O)([O-])[O-].[Na+].[Na+]. Product: [NH2:1][C:2](=[O:29])[C@@H:3]([NH:12][C:13]([C:15]1([NH:21][C:22](=[O:28])[O:23][C:24]([CH3:27])([CH3:26])[CH3:25])[CH2:20][CH2:19][O:18][CH2:17][CH2:16]1)=[O:14])[CH2:4][C:5]1[CH:10]=[CH:9][C:8]([C:43]2[CH:44]=[CH:45][C:40]([S:37]([N:34]3[CH2:35][CH2:36][N:31]([CH3:30])[CH2:32][CH2:33]3)(=[O:38])=[O:39])=[CH:41][CH:42]=2)=[CH:7][CH:6]=1. The catalyst class is: 10. (4) Reactant: [Br:1]Br.[CH2:3]([O:5][C:6]1[CH:10]=[CH:9][S:8][C:7]=1[C:11]([O:13][CH3:14])=[O:12])[CH3:4]. Product: [Br:1][C:9]1[S:8][C:7]([C:11]([O:13][CH3:14])=[O:12])=[C:6]([O:5][CH2:3][CH3:4])[CH:10]=1.[Br:1][C:10]1[C:6]([O:5][CH2:3][CH3:4])=[C:7]([C:11]([O:13][CH3:14])=[O:12])[S:8][CH:9]=1. The catalyst class is: 15. (5) Reactant: [C:1]([C:5]1[CH:9]=[C:8]([NH:10][C:11](=[O:39])[NH:12][C:13]2[C:22]3[C:17](=[CH:18][CH:19]=[CH:20][CH:21]=3)[C:16]([O:23][C:24]3[CH:29]=[CH:28][N:27]=[C:26]([NH:30][C:31]([N:33]4[CH2:38][CH2:37][O:36][CH2:35][CH2:34]4)=[O:32])[CH:25]=3)=[CH:15][CH:14]=2)[N:7]([C:40]2[CH:45]=[CH:44][C:43]([O:46][Si](C(C)C)(C(C)C)C(C)C)=[C:42]([Cl:57])[CH:41]=2)[N:6]=1)([CH3:4])([CH3:3])[CH3:2].CCCC[N+](CCCC)(CCCC)CCCC.[F-]. Product: [C:1]([C:5]1[CH:9]=[C:8]([NH:10][C:11](=[O:39])[NH:12][C:13]2[C:22]3[C:17](=[CH:18][CH:19]=[CH:20][CH:21]=3)[C:16]([O:23][C:24]3[CH:29]=[CH:28][N:27]=[C:26]([NH:30][C:31]([N:33]4[CH2:38][CH2:37][O:36][CH2:35][CH2:34]4)=[O:32])[CH:25]=3)=[CH:15][CH:14]=2)[N:7]([C:40]2[CH:45]=[CH:44][C:43]([OH:46])=[C:42]([Cl:57])[CH:41]=2)[N:6]=1)([CH3:4])([CH3:2])[CH3:3]. The catalyst class is: 36. (6) Reactant: [F:1][C:2]1[CH:7]=[CH:6][C:5]([N:8]2[C:16]3[C:11](=[CH:12][C:13]([CH:17]([C:26]4[CH:31]=[CH:30][CH:29]=[CH:28][CH:27]=4)[C:18]([CH2:24][OH:25])([CH3:23])[C:19]([O:21]C)=[O:20])=[CH:14][CH:15]=3)[CH:10]=[N:9]2)=[CH:4][CH:3]=1.[OH-].[Na+]. Product: [F:1][C:2]1[CH:3]=[CH:4][C:5]([N:8]2[C:16]3[C:11](=[CH:12][C:13]([CH:17]([C:26]4[CH:27]=[CH:28][CH:29]=[CH:30][CH:31]=4)[C:18]([CH2:24][OH:25])([CH3:23])[C:19]([OH:21])=[O:20])=[CH:14][CH:15]=3)[CH:10]=[N:9]2)=[CH:6][CH:7]=1. The catalyst class is: 5. (7) Reactant: C(O)(C(F)(F)F)=O.[CH3:8][O:9][C:10]1[CH:11]=[C:12]([NH:28][C:29]2[CH:34]=[C:33]([O:35][C:36]3[C:45]4[C:40](=[CH:41][CH:42]=[CH:43][CH:44]=4)[C:39]([NH:46]C(=O)OC(C)(C)C)=[CH:38][CH:37]=3)[CH:32]=[CH:31][N:30]=2)[CH:13]=[CH:14][C:15]=1[C:16](=[O:27])[NH:17][CH2:18][CH2:19][N:20]1[CH2:25][CH2:24][S:23](=[O:26])[CH2:22][CH2:21]1. Product: [NH2:46][C:39]1[C:40]2[C:45](=[CH:44][CH:43]=[CH:42][CH:41]=2)[C:36]([O:35][C:33]2[CH:32]=[CH:31][N:30]=[C:29]([NH:28][C:12]3[CH:13]=[CH:14][C:15]([C:16]([NH:17][CH2:18][CH2:19][N:20]4[CH2:25][CH2:24][S:23](=[O:26])[CH2:22][CH2:21]4)=[O:27])=[C:10]([O:9][CH3:8])[CH:11]=3)[CH:34]=2)=[CH:37][CH:38]=1. The catalyst class is: 2. (8) Reactant: [C:1]([O:5][C:6]([NH:8][CH2:9][CH:10]1[CH2:15][CH2:14][NH:13][CH2:12][CH2:11]1)=[O:7])([CH3:4])([CH3:3])[CH3:2].[CH2:16]([O:23][C:24]([NH:26][C:27](=[NH:30])SC)=[O:25])[C:17]1[CH:22]=[CH:21][CH:20]=[CH:19][CH:18]=1. Product: [C:1]([O:5][C:6]([NH:8][CH2:9][CH:10]1[CH2:11][CH2:12][N:13]([C:27](=[NH:30])[NH:26][C:24]([O:23][CH2:16][C:17]2[CH:18]=[CH:19][CH:20]=[CH:21][CH:22]=2)=[O:25])[CH2:14][CH2:15]1)=[O:7])([CH3:4])([CH3:2])[CH3:3]. The catalyst class is: 8.